Dataset: Peptide-MHC class I binding affinity with 185,985 pairs from IEDB/IMGT. Task: Regression. Given a peptide amino acid sequence and an MHC pseudo amino acid sequence, predict their binding affinity value. This is MHC class I binding data. (1) The peptide sequence is SRLGIVVLR. The MHC is HLA-B15:01 with pseudo-sequence HLA-B15:01. The binding affinity (normalized) is 0.0847. (2) The MHC is HLA-B15:09 with pseudo-sequence HLA-B15:09. The binding affinity (normalized) is 0.0847. The peptide sequence is RAVPPNPTI. (3) The peptide sequence is NVTVTHSV. The MHC is HLA-A68:02 with pseudo-sequence HLA-A68:02. The binding affinity (normalized) is 0.339.